This data is from Peptide-MHC class I binding affinity with 185,985 pairs from IEDB/IMGT. The task is: Regression. Given a peptide amino acid sequence and an MHC pseudo amino acid sequence, predict their binding affinity value. This is MHC class I binding data. (1) The peptide sequence is FRDEAGAIL. The MHC is HLA-B51:01 with pseudo-sequence HLA-B51:01. The binding affinity (normalized) is 0.0847. (2) The peptide sequence is KQLDIQYLK. The MHC is HLA-A31:01 with pseudo-sequence HLA-A31:01. The binding affinity (normalized) is 0.738. (3) The peptide sequence is HIIDSFNIR. The MHC is HLA-A33:01 with pseudo-sequence HLA-A33:01. The binding affinity (normalized) is 0.343. (4) The peptide sequence is FLLMLCLHH. The MHC is HLA-A03:01 with pseudo-sequence HLA-A03:01. The binding affinity (normalized) is 0. (5) The peptide sequence is KELKCGSGIF. The MHC is HLA-B44:02 with pseudo-sequence HLA-B44:02. The binding affinity (normalized) is 0.675.